The task is: Predict the reaction yield, written as a fraction of the theoretical maximum amount of product (1.0 means a 100% yield; for example, 0.34 means a 34% yield).. This data is from Reaction yield outcomes from USPTO patents with 853,638 reactions. (1) The reactants are [OH:1][CH:2]([C:5]1[C:13]2[O:12][CH2:11][CH:10]([C:14]3[CH:19]=[CH:18][C:17]([CH:20]([CH3:22])[CH3:21])=[CH:16][CH:15]=3)[C:9]=2[C:8]([CH3:23])=[C:7]([NH:24][C:25](=[O:31])[CH2:26][C:27]([CH3:30])([CH3:29])[CH3:28])[C:6]=1[CH3:32])[CH2:3][CH3:4]. The catalyst is CCCCCC.C(OCC)(=O)C. The product is [CH:20]([C:17]1[CH:18]=[CH:19][C:14]([CH:10]2[C:9]3[C:8]([CH3:23])=[C:7]([NH:24][C:25](=[O:31])[CH2:26][C:27]([CH3:28])([CH3:30])[CH3:29])[C:6]([CH3:32])=[C:5]([C:2](=[O:1])[CH2:3][CH3:4])[C:13]=3[O:12][CH2:11]2)=[CH:15][CH:16]=1)([CH3:22])[CH3:21]. The yield is 0.180. (2) The reactants are [N:1]([CH:4]([C:6]1[N:11]=[C:10]([O:12][C:13]2[CH:18]=[CH:17][C:16]([F:19])=[CH:15][CH:14]=2)[CH:9]=[CH:8][N:7]=1)[CH3:5])=[N+]=[N-]. The catalyst is CCO.[Pd]. The product is [F:19][C:16]1[CH:17]=[CH:18][C:13]([O:12][C:10]2[CH:9]=[CH:8][N:7]=[C:6]([CH:4]([NH2:1])[CH3:5])[N:11]=2)=[CH:14][CH:15]=1. The yield is 0.690. (3) The reactants are N[C:2]1[CH:3]=[C:4]([C:11]2[S:12][C:13]3[CH:19]([OH:20])[CH2:18][CH2:17][CH2:16][C:14]=3[N:15]=2)[CH:5]=[CH:6][C:7]=1[N:8]([CH3:10])[CH3:9].[CH2:21]=O.[BH3-][C:24]#[N:25].[Na+]. The catalyst is CO.[Cl-].[Cl-].[Zn+2]. The product is [CH3:21][N:25]([CH3:24])[C:2]1[CH:3]=[C:4]([C:11]2[S:12][C:13]3[CH:19]([OH:20])[CH2:18][CH2:17][CH2:16][C:14]=3[N:15]=2)[CH:5]=[CH:6][C:7]=1[N:8]([CH3:10])[CH3:9]. The yield is 0.790. (4) The yield is 0.676. The catalyst is [Pd].C1(P(C2C=CC=CC=2)C2C=CC=CC=2)C=CC=CC=1.C1(P(C2C=CC=CC=2)C2C=CC=CC=2)C=CC=CC=1.C1(P(C2C=CC=CC=2)C2C=CC=CC=2)C=CC=CC=1.C1(P(C2C=CC=CC=2)C2C=CC=CC=2)C=CC=CC=1.COCCOC. The product is [CH2:30]([O:29][C:17]1[CH:18]=[C:19]([C:20]([O:22][CH2:23][CH2:24][CH2:25][CH3:26])=[O:21])[CH:27]=[CH:28][C:16]=1[C:3]1[CH:4]=[C:5]([O:8][CH3:9])[CH:6]=[CH:7][C:2]=1[F:1])[CH2:31][CH2:32][CH3:33]. The reactants are [F:1][C:2]1[CH:7]=[CH:6][C:5]([O:8][CH3:9])=[CH:4][C:3]=1B(O)O.[F-].[Cs+].Br[C:16]1[CH:28]=[CH:27][C:19]([C:20]([O:22][CH2:23][CH2:24][CH2:25][CH3:26])=[O:21])=[CH:18][C:17]=1[O:29][CH2:30][CH2:31][CH2:32][CH3:33]. (5) The reactants are Cl[C:2]1[C:7]([N+:8]([O-:10])=[O:9])=[CH:6][C:5]([N+:11]([O-:13])=[O:12])=[CH:4][N:3]=1.[NH4+:14].[OH-]. The catalyst is CCO. The product is [NH2:14][C:2]1[C:7]([N+:8]([O-:10])=[O:9])=[CH:6][C:5]([N+:11]([O-:13])=[O:12])=[CH:4][N:3]=1. The yield is 0.980. (6) The product is [Cl:1][C:2]1[CH:33]=[CH:32][CH:31]=[C:30]([Cl:34])[C:3]=1[CH2:4][O:5][CH:6]([CH2:11][C:12]1[CH:13]=[C:14]2[C:19](=[CH:20][CH:21]=1)[N:18]=[C:17]([C:22]1[C:27]([Cl:28])=[CH:26][CH:25]=[CH:24][C:23]=1[Cl:29])[CH:16]=[CH:15]2)[C:7]([OH:9])=[O:8]. The catalyst is C(#N)C.O. The reactants are [Cl:1][C:2]1[CH:33]=[CH:32][CH:31]=[C:30]([Cl:34])[C:3]=1[CH2:4][O:5][CH:6]([CH2:11][C:12]1[CH:13]=[C:14]2[C:19](=[CH:20][CH:21]=1)[N:18]=[C:17]([C:22]1[C:27]([Cl:28])=[CH:26][CH:25]=[CH:24][C:23]=1[Cl:29])[CH:16]=[CH:15]2)[C:7]([O:9]C)=[O:8].[OH-].[Na+].OS([O-])(=O)=O.[K+]. The yield is 0.690. (7) The reactants are FC1(F)CC1CN1CCN(C2SC(C(OCC)=O)=C(C)N=2)C1=O.[CH:24]1([CH2:27][N:28]2[C:32](=[O:33])[N:31]([C:34]3[S:35][C:36]([C:40]([O:42]CC)=[O:41])=[C:37]([CH3:39])[N:38]=3)[CH:30]=[N:29]2)[CH2:26][CH2:25]1. No catalyst specified. The product is [CH:24]1([CH2:27][N:28]2[C:32](=[O:33])[N:31]([C:34]3[S:35][C:36]([C:40]([OH:42])=[O:41])=[C:37]([CH3:39])[N:38]=3)[CH:30]=[N:29]2)[CH2:25][CH2:26]1. The yield is 0.920. (8) The reactants are C[O:2][C:3]1[C:12]([C:13]2[O:14][CH:15]=[CH:16][N:17]=2)=[CH:11][C:10]2[N:9]=[CH:8][CH:7]=[N:6][C:5]=2[C:4]=1[C:18]([O:20]C)=[O:19].B(Br)(Br)Br.O. The catalyst is ClCCl. The product is [OH:2][C:3]1[C:12]([C:13]2[O:14][CH:15]=[CH:16][N:17]=2)=[CH:11][C:10]2[N:9]=[CH:8][CH:7]=[N:6][C:5]=2[C:4]=1[C:18]([OH:20])=[O:19]. The yield is 0.268.